This data is from Reaction yield outcomes from USPTO patents with 853,638 reactions. The task is: Predict the reaction yield, written as a fraction of the theoretical maximum amount of product (1.0 means a 100% yield; for example, 0.34 means a 34% yield). (1) The reactants are [N+:1]([C:4]1[C:5]2[C:9]([CH:10]=[CH:11][CH:12]=1)=[N:8][N:7]([CH:13]1[CH2:18][CH2:17][CH2:16][CH2:15][O:14]1)[CH:6]=2)([O-])=O. The catalyst is CCOC(C)=O.[Pd]. The product is [O:14]1[CH2:15][CH2:16][CH2:17][CH2:18][CH:13]1[N:7]1[CH:6]=[C:5]2[C:9]([CH:10]=[CH:11][CH:12]=[C:4]2[NH2:1])=[N:8]1. The yield is 0.285. (2) The reactants are [N:1]1[C:10]2[C:5](=[CH:6][C:7]([C:11]([OH:13])=O)=[CH:8][CH:9]=2)[N:4]=[CH:3][CH:2]=1.C(N(C(C)C)CC)C.Cl.CN(C)CCCN=C=NCC.O.ON1C2C=CC=CC=2N=N1.Cl.[C:46]([O:50][C:51](=[O:61])[C@H:52]([CH2:54][C:55]1[CH:60]=[CH:59][CH:58]=[CH:57][CH:56]=1)[NH2:53])([CH3:49])([CH3:48])[CH3:47]. The catalyst is ClCCl. The product is [C:55]1([CH2:54][C@H:52]([NH:53][C:11]([C:7]2[CH:6]=[C:5]3[C:10](=[CH:9][CH:8]=2)[N:1]=[CH:2][CH:3]=[N:4]3)=[O:13])[C:51]([O:50][C:46]([CH3:48])([CH3:47])[CH3:49])=[O:61])[CH:60]=[CH:59][CH:58]=[CH:57][CH:56]=1. The yield is 0.790. (3) The reactants are [OH-].[Na+].Cl[CH2:4][CH2:5][CH2:6][C:7]([NH:9][C:10]1[CH:15]=[C:14]([C:16]2[CH:17]=[CH:18][C:19]3[O:23][C:22]([C:28]4[CH:33]=[C:32]([Cl:34])[CH:31]=[C:30]([Cl:35])[CH:29]=4)([C:24]([F:27])([F:26])[F:25])[CH2:21][C:20]=3[CH:36]=2)[CH:13]=[CH:12][C:11]=1[C:37]#[N:38])=[O:8].O. The catalyst is CC#N. The product is [Cl:34][C:32]1[CH:33]=[C:28]([C:22]2([C:24]([F:27])([F:26])[F:25])[CH2:21][C:20]3[CH:36]=[C:16]([C:14]4[CH:13]=[CH:12][C:11]([C:37]#[N:38])=[C:10]([N:9]5[CH2:4][CH2:5][CH2:6][C:7]5=[O:8])[CH:15]=4)[CH:17]=[CH:18][C:19]=3[O:23]2)[CH:29]=[C:30]([Cl:35])[CH:31]=1. The yield is 0.770. (4) The reactants are [F:1][C:2]1[CH:7]=[CH:6][C:5]([C:8]2[N:13]=[C:12]([NH:14][C:15]3[CH:20]=[CH:19][C:18](SC)=[CH:17][CH:16]=3)[C:11]3[C:23]([CH3:27])=[N:24][N:25]([CH3:26])[C:10]=3[CH:9]=2)=[CH:4][CH:3]=1.O[O:29][S:30]([O-:32])=O.[K+].[CH3:34]C(C)=O. The catalyst is O.C([O-])(O)=O.[Na+]. The product is [F:1][C:2]1[CH:7]=[CH:6][C:5]([C:8]2[N:13]=[C:12]([NH:14][C:15]3[CH:20]=[CH:19][C:18]([S:30]([CH3:34])(=[O:32])=[O:29])=[CH:17][CH:16]=3)[C:11]3[C:23]([CH3:27])=[N:24][N:25]([CH3:26])[C:10]=3[CH:9]=2)=[CH:4][CH:3]=1. The yield is 0.230. (5) The reactants are CO[C:3]1[CH:8]=[CH:7][C:6]([CH2:9][C:10](=O)[C:11](=[N:14][NH:15][C:16]2[CH:21]=[CH:20][CH:19]=[CH:18][CH:17]=2)[C:12]#[N:13])=[CH:5][CH:4]=1.[OH2:23].[NH2:24][NH2:25].[CH2:26](O)C. No catalyst specified. The product is [CH3:26][O:23][C:3]1[CH:8]=[CH:7][C:6]([CH2:9][C:10]2[C:11](=[N:14][NH:15][C:16]3[CH:21]=[CH:20][CH:19]=[CH:18][CH:17]=3)[C:12]([NH2:13])=[N:24][N:25]=2)=[CH:5][CH:4]=1. The yield is 0.920. (6) The reactants are [CH:1]([C:4]1[CH:9]=[CH:8][C:7]([C:10]2([CH3:23])[C:14]3[C:15]([CH3:22])=[C:16]([NH2:21])[C:17]([CH3:20])=[C:18]([CH3:19])[C:13]=3[O:12][CH2:11]2)=[CH:6][CH:5]=1)([CH3:3])[CH3:2]. The yield is 0.370. The catalyst is C(OCC)(=O)C.CCCCCC. The product is [CH:1]([C:4]1[CH:9]=[CH:8][C:7]([C:10]2([CH3:23])[C:14]3[C:15]([CH3:22])=[C:16]([NH:21][C:13](=[O:12])[CH2:14][C:10]([CH3:23])([CH3:11])[CH3:7])[C:17]([CH3:20])=[C:18]([CH3:19])[C:13]=3[O:12][CH2:11]2)=[CH:6][CH:5]=1)([CH3:3])[CH3:2].